Dataset: NCI-60 drug combinations with 297,098 pairs across 59 cell lines. Task: Regression. Given two drug SMILES strings and cell line genomic features, predict the synergy score measuring deviation from expected non-interaction effect. (1) Drug 1: CCC1(CC2CC(C3=C(CCN(C2)C1)C4=CC=CC=C4N3)(C5=C(C=C6C(=C5)C78CCN9C7C(C=CC9)(C(C(C8N6C)(C(=O)OC)O)OC(=O)C)CC)OC)C(=O)OC)O.OS(=O)(=O)O. Drug 2: C1=NNC2=C1C(=O)NC=N2. Cell line: COLO 205. Synergy scores: CSS=-2.95, Synergy_ZIP=2.60, Synergy_Bliss=0.397, Synergy_Loewe=-4.78, Synergy_HSA=-4.90. (2) Drug 1: CN1C2=C(C=C(C=C2)N(CCCl)CCCl)N=C1CCCC(=O)O.Cl. Drug 2: C(CN)CNCCSP(=O)(O)O. Cell line: HCC-2998. Synergy scores: CSS=-8.49, Synergy_ZIP=0.0831, Synergy_Bliss=-6.04, Synergy_Loewe=-7.91, Synergy_HSA=-7.34. (3) Drug 1: CN(C)N=NC1=C(NC=N1)C(=O)N. Drug 2: C1=CC(=CC=C1CCCC(=O)O)N(CCCl)CCCl. Cell line: SF-268. Synergy scores: CSS=39.0, Synergy_ZIP=5.46, Synergy_Bliss=8.21, Synergy_Loewe=-5.77, Synergy_HSA=3.88. (4) Drug 1: C1=CC(=CC=C1CC(C(=O)O)N)N(CCCl)CCCl.Cl. Drug 2: CCC1=C2CN3C(=CC4=C(C3=O)COC(=O)C4(CC)O)C2=NC5=C1C=C(C=C5)O. Cell line: SNB-19. Synergy scores: CSS=41.9, Synergy_ZIP=-2.11, Synergy_Bliss=-0.269, Synergy_Loewe=-18.5, Synergy_HSA=-0.0704.